This data is from Ames mutagenicity test results for genotoxicity prediction. The task is: Regression/Classification. Given a drug SMILES string, predict its toxicity properties. Task type varies by dataset: regression for continuous values (e.g., LD50, hERG inhibition percentage) or binary classification for toxic/non-toxic outcomes (e.g., AMES mutagenicity, cardiotoxicity, hepatotoxicity). Dataset: ames. (1) The result is 0 (non-mutagenic). The drug is COP(=S)(Cl)OC. (2) The molecule is COCCOCCOC. The result is 0 (non-mutagenic). (3) The molecule is CS/C(C)=N\OC(=O)N(C)N=O. The result is 1 (mutagenic). (4) The compound is O=C(CO)CO. The result is 1 (mutagenic). (5) The drug is C=CCCCCCCCCCCC. The result is 0 (non-mutagenic). (6) The drug is CC(C)(C)C1CCC2(CC1)CO2. The result is 0 (non-mutagenic). (7) The compound is O=[N+]([O-])c1ccc2c(c1)[nH]c1ccccc12. The result is 1 (mutagenic). (8) The drug is CCCCC(CC)COC(=O)C(C#N)=C(c1ccccc1)c1ccccc1. The result is 0 (non-mutagenic). (9) The drug is C=C1C(=O)C23CCC4C(C)(C(=O)O)CCCC4(C)C2CCC1(O)C3. The result is 1 (mutagenic). (10) The compound is Fc1ccc2c3c(cccc13)-c1cc3ccccc3cc1-2. The result is 1 (mutagenic).